From a dataset of Full USPTO retrosynthesis dataset with 1.9M reactions from patents (1976-2016). Predict the reactants needed to synthesize the given product. (1) Given the product [Br:42][C:39]1[CH:40]=[CH:41][C:36]([C:33]2[CH:34]=[CH:35][C:30]([N:20]([C:21]3[CH:22]=[CH:23][C:24]([CH3:27])=[CH:25][CH:26]=3)[C:17]3[CH:16]=[CH:15][C:14]([CH3:28])=[CH:19][CH:18]=3)=[CH:31][CH:32]=2)=[CH:37][CH:38]=1, predict the reactants needed to synthesize it. The reactants are: C(P(C(C)(C)C)C(C)(C)C)(C)(C)C.[C:14]1([CH3:28])[CH:19]=[CH:18][C:17]([NH:20][C:21]2[CH:26]=[CH:25][C:24]([CH3:27])=[CH:23][CH:22]=2)=[CH:16][CH:15]=1.Br[C:30]1[CH:35]=[CH:34][C:33]([C:36]2[CH:41]=[CH:40][C:39]([Br:42])=[CH:38][CH:37]=2)=[CH:32][CH:31]=1.CC(C)([O-])C.[Na+]. (2) Given the product [O:48]1[CH:29]=[CH:28][CH:27]=[C:26]1[C:25]1[O:56][C:52]([NH:50][C:12]([C:10]2[C:9]3[C:4](=[CH:5][CH:6]=[CH:7][CH:8]=3)[N:3]=[C:2]([OH:1])[CH:11]=2)=[O:14])=[N:31][N:30]=1, predict the reactants needed to synthesize it. The reactants are: [OH:1][C:2]1[CH:11]=[C:10]([C:12]([OH:14])=O)[C:9]2[C:4](=[CH:5][CH:6]=[CH:7][CH:8]=2)[N:3]=1.CN(C(ON1[N:31]=[N:30][C:25]2[CH:26]=[CH:27][CH:28]=[CH:29]C1=2)=[N+](C)C)C.F[P-](F)(F)(F)(F)F.C1C=CC2N([OH:48])N=NC=2C=1.C[N:50]([C:52]([O:56]N1N=NC2C=CC=NC1=2)=[N+](C)C)C.F[P-](F)(F)(F)(F)F.C1C=NC2N(O)N=NC=2C=1. (3) Given the product [C:1]([CH:3]=[C:4]1[CH2:5][N:6]([C@H:8]2[CH2:27][CH2:26][N:25]([C:30]([O:32][C:33]([CH3:36])([CH3:35])[CH3:34])=[O:31])[CH2:24][C@H:23]2[F:22])[CH2:7]1)#[N:2], predict the reactants needed to synthesize it. The reactants are: [C:1]([CH:3]=[C:4]1[CH2:7][N:6]([C:8](OC(C)(C)C)=O)[CH2:5]1)#[N:2].Cl.O1CCOCC1.[F:22][CH:23]1C(=O)[CH2:27][CH2:26][N:25]([C:30]([O:32][C:33]([CH3:36])([CH3:35])[CH3:34])=[O:31])[CH2:24]1.C(N(CC)CC)C.C(O[BH-](OC(=O)C)OC(=O)C)(=O)C.[Na+]. (4) Given the product [Cl:21][C:15]1[C:16]([N:18]([CH3:19])[CH3:20])=[CH:17][C:12]2[O:11][CH:10]([C:22]([N:24]3[CH2:29][CH2:28][C:27]([CH2:30][C:31]4[CH:32]=[CH:33][N:34]=[CH:35][CH:36]=4)([C:37]#[N:38])[CH2:26][CH2:25]3)=[O:23])[CH2:9][NH:8][C:13]=2[CH:14]=1, predict the reactants needed to synthesize it. The reactants are: C(OC([N:8]1[C:13]2[CH:14]=[C:15]([Cl:21])[C:16]([N:18]([CH3:20])[CH3:19])=[CH:17][C:12]=2[O:11][CH:10]([C:22]([N:24]2[CH2:29][CH2:28][C:27]([C:37]#[N:38])([CH2:30][C:31]3[CH:36]=[CH:35][N:34]=[CH:33][CH:32]=3)[CH2:26][CH2:25]2)=[O:23])[CH2:9]1)=O)(C)(C)C.FC(F)(F)C(O)=O. (5) Given the product [F:25][C:2]([F:1])([F:24])[C:3](=[O:23])[CH:4]([C:5]1[C:13]2[C:8](=[CH:9][CH:10]=[CH:11][CH:12]=2)[N:7]([S:14]([C:17]2[CH:18]=[CH:19][CH:20]=[CH:21][CH:22]=2)(=[O:16])=[O:15])[CH:6]=1)[CH:34]=[O:35], predict the reactants needed to synthesize it. The reactants are: [F:1][C:2]([F:25])([F:24])[C:3](=[O:23])[CH2:4][C:5]1[C:13]2[C:8](=[CH:9][CH:10]=[CH:11][CH:12]=2)[N:7]([S:14]([C:17]2[CH:22]=[CH:21][CH:20]=[CH:19][CH:18]=2)(=[O:16])=[O:15])[CH:6]=1.O=P(Cl)(Cl)Cl.CN([CH:34]=[O:35])C. (6) The reactants are: Br[C:2]1[CH:7]=[CH:6][C:5]([CH:8]2[CH2:16][CH2:15][CH2:14][CH:13]3[N:9]2[CH2:10][CH2:11][CH2:12]3)=[CH:4][CH:3]=1.C([Li])CCC.C[O:23]B(OC)OC.C[N+]1([O-])CCOCC1. Given the product [OH:23][C:2]1[CH:7]=[CH:6][C:5]([CH:8]2[CH2:16][CH2:15][CH2:14][CH:13]3[N:9]2[CH2:10][CH2:11][CH2:12]3)=[CH:4][CH:3]=1, predict the reactants needed to synthesize it.